From a dataset of Forward reaction prediction with 1.9M reactions from USPTO patents (1976-2016). Predict the product of the given reaction. The product is: [CH3:1][O:2][C:3](=[O:17])[C:4]1[CH:5]=[CH:6][C:7]([C:10]2[O:11][C:12]([CH:15]=[C:28]3[S:27][C:26](=[S:31])[N:25]([CH2:18][C:19]4[CH:24]=[CH:23][CH:22]=[CH:21][CH:20]=4)[C:29]3=[O:30])=[CH:13][CH:14]=2)=[CH:8][CH:9]=1. Given the reactants [CH3:1][O:2][C:3](=[O:17])[C:4]1[CH:9]=[CH:8][C:7]([C:10]2[O:11][C:12]([CH:15]=O)=[CH:13][CH:14]=2)=[CH:6][CH:5]=1.[CH2:18]([N:25]1[C:29](=[O:30])[CH2:28][S:27][C:26]1=[S:31])[C:19]1[CH:24]=[CH:23][CH:22]=[CH:21][CH:20]=1, predict the reaction product.